From a dataset of Reaction yield outcomes from USPTO patents with 853,638 reactions. Predict the reaction yield, written as a fraction of the theoretical maximum amount of product (1.0 means a 100% yield; for example, 0.34 means a 34% yield). (1) The reactants are [F:1][C:2]([F:23])([F:22])[C:3]1[CH:4]=[C:5]([CH:19]=[CH:20][CH:21]=1)[C:6]([NH:8][C:9]1[CH:10]=[CH:11][C:12]([Cl:18])=[C:13]([CH:17]=1)[C:14]([OH:16])=O)=[O:7].ClC1N=C(OC)N=C(OC)N=1.CN1CCOCC1.[NH2:42][C:43]1[CH:44]=[N:45][C:46]([NH:49][C:50]2[CH:51]=[C:52]([CH:58]=[CH:59][CH:60]=2)[C:53]([O:55][CH2:56][CH3:57])=[O:54])=[N:47][CH:48]=1. The catalyst is C(Cl)Cl.CN(C=O)C. The product is [CH2:56]([O:55][C:53](=[O:54])[C:52]1[CH:58]=[CH:59][CH:60]=[C:50]([NH:49][C:46]2[N:45]=[CH:44][C:43]([NH:42][C:14](=[O:16])[C:13]3[CH:17]=[C:9]([NH:8][C:6](=[O:7])[C:5]4[CH:19]=[CH:20][CH:21]=[C:3]([C:2]([F:1])([F:23])[F:22])[CH:4]=4)[CH:10]=[CH:11][C:12]=3[Cl:18])=[CH:48][N:47]=2)[CH:51]=1)[CH3:57]. The yield is 0.210. (2) The yield is 0.634. The catalyst is [Co](Br)Br.[I-].[Zn+2].[I-].[Zn].C1(P(C2C=CC=CC=2)CCP(C2C=CC=CC=2)C2C=CC=CC=2)C=CC=CC=1.C1COCC1. The reactants are [CH3:1][C:2]([C:4]([CH3:6])=[CH2:5])=[CH2:3].[CH2:7]([OH:13])[CH2:8][CH2:9][CH2:10][C:11]#[CH:12]. The product is [CH3:3][C:2]1[CH2:1][CH:12]=[C:11]([CH2:10][CH2:9][CH2:8][CH2:7][OH:13])[CH2:5][C:4]=1[CH3:6].